Dataset: Full USPTO retrosynthesis dataset with 1.9M reactions from patents (1976-2016). Task: Predict the reactants needed to synthesize the given product. Given the product [F:7][C:8]([F:12])([F:11])[CH2:9][O:10][CH:21]([O:29][CH2:28][C:27]([F:31])([F:30])[F:26])[C:18]1[CH:19]=[CH:20][C:15]([Cl:14])=[C:16]([O:24][CH3:25])[CH:17]=1, predict the reactants needed to synthesize it. The reactants are: CC(C)([O-])C.[Na+].[F:7][C:8]([F:12])([F:11])[CH2:9][O-:10].[Na+].[Cl:14][C:15]1[CH:20]=[CH:19][C:18]([CH:21](Cl)Cl)=[CH:17][C:16]=1[O:24][CH3:25].[F:26][C:27]([F:31])([F:30])[CH2:28][OH:29].